Dataset: Reaction yield outcomes from USPTO patents with 853,638 reactions. Task: Predict the reaction yield, written as a fraction of the theoretical maximum amount of product (1.0 means a 100% yield; for example, 0.34 means a 34% yield). (1) The reactants are [Cl:1][C:2]1[CH:7]=[CH:6][CH:5]=[CH:4][C:3]=1[N:8]1[C:17](=[O:18])[C:16]2[C:11](=[CH:12][CH:13]=[C:14]([F:19])[CH:15]=2)[N:10]=[C:9]1[CH:20]=O.[F:22][C:23]1[CH:29]=[CH:28][CH:27]=[CH:26][C:24]=1[NH2:25].C(O)(=O)C.C([BH3-])#N.[Na+]. The catalyst is CO.O. The product is [Cl:1][C:2]1[CH:7]=[CH:6][CH:5]=[CH:4][C:3]=1[N:8]1[C:17](=[O:18])[C:16]2[C:11](=[CH:12][CH:13]=[C:14]([F:19])[CH:15]=2)[N:10]=[C:9]1[CH2:20][NH:25][C:24]1[CH:26]=[CH:27][CH:28]=[CH:29][C:23]=1[F:22]. The yield is 0.760. (2) The reactants are [O:1]1[CH2:5][CH2:4][C:3](=[N:6][S:7]([C:9]([CH3:12])([CH3:11])[CH3:10])=[O:8])[CH2:2]1.[Si]([C:17]#[N:18])(C)(C)C. The catalyst is C(Cl)Cl. The product is [C:17]([C:3]1([NH:6][S:7]([C:9]([CH3:12])([CH3:11])[CH3:10])=[O:8])[CH2:4][CH2:5][O:1][CH2:2]1)#[N:18]. The yield is 0.440. (3) The reactants are [CH3:1][S:2]([C:5]1[CH:6]=[C:7]([N:11]2[CH2:26][CH:14]3[CH2:15][N:16](C(OC(C)(C)C)=O)[CH2:17][CH2:18][N:13]3[C:12]2=[O:27])[CH:8]=[CH:9][CH:10]=1)(=[O:4])=[O:3].C(OCC)(=O)C.[ClH:34]. No catalyst specified. The product is [ClH:34].[CH3:1][S:2]([C:5]1[CH:6]=[C:7]([N:11]2[CH2:26][CH:14]3[CH2:15][NH:16][CH2:17][CH2:18][N:13]3[C:12]2=[O:27])[CH:8]=[CH:9][CH:10]=1)(=[O:3])=[O:4]. The yield is 0.880.